From a dataset of Full USPTO retrosynthesis dataset with 1.9M reactions from patents (1976-2016). Predict the reactants needed to synthesize the given product. (1) Given the product [Cl:6][C:7]1[CH:12]=[CH:11][CH:10]=[CH:9][C:8]=1[C@H:13]1[O:15][C@:14]1([CH2:24][N:25]1[C:29]([S:31][CH3:30])=[N:28][CH:27]=[N:26]1)[C:16]1[CH:21]=[CH:20][C:19]([F:22])=[C:18]([F:23])[CH:17]=1, predict the reactants needed to synthesize it. The reactants are: C([Li])CCC.[Cl:6][C:7]1[CH:12]=[CH:11][CH:10]=[CH:9][C:8]=1[C@H:13]1[O:15][C@:14]1([CH2:24][N:25]1[CH:29]=[N:28][CH:27]=[N:26]1)[C:16]1[CH:21]=[CH:20][C:19]([F:22])=[C:18]([F:23])[CH:17]=1.[CH3:30][S:31]SC.[Cl-].[NH4+]. (2) Given the product [CH:23]1([N:27]2[C:31]3=[N:32][C:33]([C:36]([NH:1][C:2]4[CH:3]=[N:4][CH:5]=[CH:6][C:7]=4[N:8]4[CH2:13][C@H:12]([CH3:14])[CH2:11][C@H:10]([NH:15][C:16](=[O:22])[O:17][C:18]([CH3:21])([CH3:20])[CH3:19])[CH2:9]4)=[O:37])=[CH:34][CH:35]=[C:30]3[CH:29]=[CH:28]2)[CH2:26][CH2:25][CH2:24]1, predict the reactants needed to synthesize it. The reactants are: [NH2:1][C:2]1[CH:3]=[N:4][CH:5]=[CH:6][C:7]=1[N:8]1[CH2:13][C@H:12]([CH3:14])[CH2:11][C@H:10]([NH:15][C:16](=[O:22])[O:17][C:18]([CH3:21])([CH3:20])[CH3:19])[CH2:9]1.[CH:23]1([N:27]2[C:31]3=[N:32][C:33]([C:36](O)=[O:37])=[CH:34][CH:35]=[C:30]3[CH:29]=[CH:28]2)[CH2:26][CH2:25][CH2:24]1.CCN(C(C)C)C(C)C.CN(C(ON1N=NC2C=CC=NC1=2)=[N+](C)C)C.F[P-](F)(F)(F)(F)F.